This data is from Catalyst prediction with 721,799 reactions and 888 catalyst types from USPTO. The task is: Predict which catalyst facilitates the given reaction. (1) Reactant: [CH3:1][Si](C=[N+]=[N-])(C)C.[C:8]([C:10]1[CH:11]=[CH:12][C:13]2[CH:17]=[C:16]([C:18]([OH:20])=[O:19])[S:15][C:14]=2[CH:21]=1)#[CH:9]. Product: [C:8]([C:10]1[CH:11]=[CH:12][C:13]2[CH:17]=[C:16]([C:18]([O:20][CH3:1])=[O:19])[S:15][C:14]=2[CH:21]=1)#[CH:9]. The catalyst class is: 5. (2) Product: [CH2:1]([O:8][C:9]([N:11]1[CH2:16][CH2:15][N:14]([CH2:22][CH:21]=[CH2:20])[C:13](=[O:17])[CH2:12]1)=[O:10])[C:2]1[CH:3]=[CH:4][CH:5]=[CH:6][CH:7]=1. The catalyst class is: 1. Reactant: [CH2:1]([O:8][C:9]([N:11]1[CH2:16][CH2:15][NH:14][C:13](=[O:17])[CH2:12]1)=[O:10])[C:2]1[CH:7]=[CH:6][CH:5]=[CH:4][CH:3]=1.[H-].[Na+].[CH2:20](I)[CH:21]=[CH2:22].